From a dataset of Peptide-MHC class I binding affinity with 185,985 pairs from IEDB/IMGT. Regression. Given a peptide amino acid sequence and an MHC pseudo amino acid sequence, predict their binding affinity value. This is MHC class I binding data. The peptide sequence is LLLLGVVFALV. The MHC is HLA-A02:06 with pseudo-sequence HLA-A02:06. The binding affinity (normalized) is 0.326.